From a dataset of Reaction yield outcomes from USPTO patents with 853,638 reactions. Predict the reaction yield, written as a fraction of the theoretical maximum amount of product (1.0 means a 100% yield; for example, 0.34 means a 34% yield). (1) The reactants are N1C=CN=C1.C(N(CC)C(C)C)(C)C.[Si:15](Cl)([C:28]([CH3:31])([CH3:30])[CH3:29])([C:22]1C=CC=CC=1)[C:16]1C=CC=CC=1.[CH3:33][O:34][C:35]([C@H:37]1[CH2:41][C@H:40]([OH:42])[CH2:39][N:38]1[C:43]([O:45][CH2:46][C:47]1[CH:52]=[CH:51][CH:50]=[CH:49][CH:48]=1)=[O:44])=[O:36]. The catalyst is CN(C)C=O. The product is [CH3:33][O:34][C:35]([C@H:37]1[CH2:41][C@H:40]([O:42][Si:15]([C:28]([CH3:31])([CH3:30])[CH3:29])([CH3:22])[CH3:16])[CH2:39][N:38]1[C:43]([O:45][CH2:46][C:47]1[CH:52]=[CH:51][CH:50]=[CH:49][CH:48]=1)=[O:44])=[O:36]. The yield is 0.600. (2) The reactants are Cl.C(N=C=NCCCN(C)C)C.[S:13]1[C:17]2[CH:18]=[CH:19][CH:20]=[CH:21][C:16]=2[CH:15]=[C:14]1[C:22]([OH:24])=O.[C:25]1([CH2:31][O:32][C:33]([C:35]2([NH2:41])[CH2:40][CH2:39][CH2:38][CH2:37][CH2:36]2)=[O:34])[CH:30]=[CH:29][CH:28]=[CH:27][CH:26]=1.ON1C2C=CC=CC=2N=N1. The catalyst is C(Cl)Cl. The product is [C:25]1([CH2:31][O:32][C:33]([C:35]2([NH:41][C:22]([C:14]3[S:13][C:17]4[CH:18]=[CH:19][CH:20]=[CH:21][C:16]=4[CH:15]=3)=[O:24])[CH2:36][CH2:37][CH2:38][CH2:39][CH2:40]2)=[O:34])[CH:26]=[CH:27][CH:28]=[CH:29][CH:30]=1. The yield is 0.910. (3) The reactants are [Br:1][C:2]1[CH:8]=[C:7]([CH3:9])[C:5]([NH2:6])=[C:4]([CH3:10])[CH:3]=1.[CH3:11][O:12][CH2:13][CH2:14][O:15][C:16](Cl)=[O:17].O. The catalyst is C(#N)C. The product is [CH3:11][O:12][CH2:13][CH2:14][O:15][C:16](=[O:17])[NH:6][C:5]1[C:7]([CH3:9])=[CH:8][C:2]([Br:1])=[CH:3][C:4]=1[CH3:10]. The yield is 0.820. (4) The reactants are [C:1]([O:5][C:6]([NH:8][C@H:9]1[CH2:14][CH2:13][C@H:12]([C:15]([OH:17])=[O:16])[CH2:11][CH2:10]1)=[O:7])([CH3:4])([CH3:3])[CH3:2].IC.[C:20](=O)([O-])[O-].[K+].[K+]. The catalyst is CC(C)=O. The product is [C:1]([O:5][C:6]([NH:8][C@H:9]1[CH2:10][CH2:11][C@H:12]([C:15]([O:17][CH3:20])=[O:16])[CH2:13][CH2:14]1)=[O:7])([CH3:4])([CH3:2])[CH3:3]. The yield is 0.511. (5) The product is [CH3:1][O:2][C:3](=[O:22])[CH:4]([NH2:11])[CH2:5][C@H:6]1[CH2:7][C@H:8]([CH3:10])[CH2:9]1. The yield is 0.870. The catalyst is [Pd].CO. The reactants are [CH3:1][O:2][C:3](=[O:22])/[C:4](/[NH:11]C(OCC1C=CC=CC=1)=O)=[CH:5]/[C@H:6]1[CH2:9][C@H:8]([CH3:10])[CH2:7]1.[H][H]. (6) The reactants are [H-].[Na+].[NH:3]1[C:11]2[C:6](=[CH:7][C:8]([C:12]([OH:14])=[O:13])=[CH:9][CH:10]=2)[CH:5]=[C:4]1[C:15]([OH:17])=[O:16].[CH2:18](Br)[CH2:19][CH3:20]. The catalyst is CN(C=O)C. The product is [CH2:18]([N:3]1[C:11]2[C:6](=[CH:7][C:8]([C:12]([OH:14])=[O:13])=[CH:9][CH:10]=2)[CH:5]=[C:4]1[C:15]([OH:17])=[O:16])[CH2:19][CH3:20]. The yield is 0.670. (7) The reactants are [CH3:1][O:2][C:3]1[CH:8]=[CH:7][C:6]([C:9]2[O:10][C:11]3[C:17]([C:18]([OH:20])=O)=[CH:16][CH:15]=[CH:14][C:12]=3[N:13]=2)=[CH:5][CH:4]=1.Cl.Cl.[NH2:23][CH:24]1[CH2:31][CH:30]2[N:32]([CH3:33])[CH:26]([CH2:27][CH2:28][CH2:29]2)[CH2:25]1. No catalyst specified. The product is [CH3:33][N:32]1[CH:26]2[CH2:27][CH2:28][CH2:29][CH:30]1[CH2:31][CH:24]([NH:23][C:18]([C:17]1[C:11]3[O:10][C:9]([C:6]4[CH:5]=[CH:4][C:3]([O:2][CH3:1])=[CH:8][CH:7]=4)=[N:13][C:12]=3[CH:14]=[CH:15][CH:16]=1)=[O:20])[CH2:25]2. The yield is 0.360. (8) The reactants are [CH2:1]([C:3]1[N:4]([C:28]2[CH:33]=[CH:32][C:31]([O:34][C:35]([CH3:39])([CH3:38])[CH2:36][OH:37])=[CH:30][CH:29]=2)[C:5](=[O:27])[C:6]([CH2:12][C:13]2[CH:18]=[CH:17][C:16]([C:19]3[C:20]([C:25]#[N:26])=[CH:21][CH:22]=[CH:23][CH:24]=3)=[CH:15][CH:14]=2)=[C:7]([CH2:9][CH2:10][CH3:11])[N:8]=1)[CH3:2].[H-].[Na+].[CH3:42]I. The catalyst is CN(C)C=O.C(OCC)(=O)C. The product is [CH2:1]([C:3]1[N:4]([C:28]2[CH:29]=[CH:30][C:31]([O:34][C:35]([CH3:39])([CH3:38])[CH2:36][O:37][CH3:42])=[CH:32][CH:33]=2)[C:5](=[O:27])[C:6]([CH2:12][C:13]2[CH:14]=[CH:15][C:16]([C:19]3[C:20]([C:25]#[N:26])=[CH:21][CH:22]=[CH:23][CH:24]=3)=[CH:17][CH:18]=2)=[C:7]([CH2:9][CH2:10][CH3:11])[N:8]=1)[CH3:2]. The yield is 0.480. (9) The reactants are [CH3:1][O:2][C:3]1[CH:4]=[C:5]([CH:11]=[CH:12][CH:13]=1)[O:6][CH2:7][C:8](O)=[O:9].C(Cl)[Cl:15].C(Cl)(=O)C(Cl)=O. The catalyst is CN(C=O)C. The product is [CH3:1][O:2][C:3]1[CH:4]=[C:5]([CH:11]=[CH:12][CH:13]=1)[O:6][CH2:7][C:8]([Cl:15])=[O:9]. The yield is 1.00. (10) The reactants are C(OC([NH:11][C@:12]1([C:19]([O:21][CH2:22][CH3:23])=[O:20])[CH2:17][C:16](=[O:18])[NH:15][C:13]1=[O:14])=O)C1C=CC=CC=1. The catalyst is C(O)C.[Pd]. The product is [NH2:11][C@:12]1([C:19]([O:21][CH2:22][CH3:23])=[O:20])[CH2:17][C:16](=[O:18])[NH:15][C:13]1=[O:14]. The yield is 0.930.